Dataset: Reaction yield outcomes from USPTO patents with 853,638 reactions. Task: Predict the reaction yield, written as a fraction of the theoretical maximum amount of product (1.0 means a 100% yield; for example, 0.34 means a 34% yield). (1) The reactants are [NH2:1][C:2]1[CH:32]=[CH:31][C:5]([CH2:6][N:7]2[CH2:12][CH2:11][CH:10]([N:13]3[C@H:17]([C:18]4[CH:23]=[CH:22][CH:21]=[CH:20][CH:19]=4)[CH2:16][N:15]([CH:24]4[CH2:29][CH2:28][O:27][CH2:26][CH2:25]4)[C:14]3=[O:30])[CH2:9][CH2:8]2)=[CH:4][CH:3]=1.[CH2:33]([N:40]=[C:41]=[O:42])[C:34]1[CH:39]=[CH:38][CH:37]=[CH:36][CH:35]=1. The catalyst is C(O)(C)C. The product is [CH2:33]([NH:40][C:41]([NH:1][C:2]1[CH:3]=[CH:4][C:5]([CH2:6][N:7]2[CH2:8][CH2:9][CH:10]([N:13]3[C@H:17]([C:18]4[CH:23]=[CH:22][CH:21]=[CH:20][CH:19]=4)[CH2:16][N:15]([CH:24]4[CH2:29][CH2:28][O:27][CH2:26][CH2:25]4)[C:14]3=[O:30])[CH2:11][CH2:12]2)=[CH:31][CH:32]=1)=[O:42])[C:34]1[CH:39]=[CH:38][CH:37]=[CH:36][CH:35]=1. The yield is 1.00. (2) The reactants are [NH:1]1[CH2:5][CH2:4][CH2:3][CH2:2]1.[OH:6][C:7]1[CH:14]=[C:13]([F:15])[C:10]([CH:11]=O)=[C:9]([F:16])[CH:8]=1.C(O[BH-](OC(=O)C)OC(=O)C)(=O)C.[Na+].Cl. The catalyst is ClCCl.O. The product is [F:15][C:13]1[CH:14]=[C:7]([OH:6])[CH:8]=[C:9]([F:16])[C:10]=1[CH2:11][N:1]1[CH2:5][CH2:4][CH2:3][CH2:2]1. The yield is 0.200.